The task is: Regression/Classification. Given a drug SMILES string, predict its absorption, distribution, metabolism, or excretion properties. Task type varies by dataset: regression for continuous measurements (e.g., permeability, clearance, half-life) or binary classification for categorical outcomes (e.g., BBB penetration, CYP inhibition). Dataset: cyp3a4_veith.. This data is from CYP3A4 inhibition data for predicting drug metabolism from PubChem BioAssay. (1) The molecule is O=C(N/N=C1/C[C@@H](O)[C@@H](O)[C@@H]2[C@@H]3C(=O)N(Cc4ccc5c(c4)OCO5)C(=O)[C@H]3CC[C@@H]12)OCc1ccccc1. The result is 1 (inhibitor). (2) The drug is CCOc1cc2c(C)cc(=O)oc2cc1Cl. The result is 0 (non-inhibitor). (3) The compound is C[C@@H](C(=O)NCc1ccc(S(C)(=O)=O)cc1)[C@@H]1C[C@@]1(C)[C@@H](NC(=O)OCc1ccccc1)c1ccccc1. The result is 1 (inhibitor). (4) The drug is CCCCn1c(SCc2c(C)noc2C)nc2cc(S(N)(=O)=O)ccc21. The result is 1 (inhibitor). (5) The molecule is Cc1ccc(C(=O)NNC(=S)NC(=O)c2ccc(Cl)cc2)cc1. The result is 1 (inhibitor). (6) The compound is c1ccc(CCNc2ccccn2)nc1. The result is 0 (non-inhibitor).